Dataset: Catalyst prediction with 721,799 reactions and 888 catalyst types from USPTO. Task: Predict which catalyst facilitates the given reaction. Reactant: [C:1]1([CH:7]([C:37]2[CH:42]=[CH:41][CH:40]=[CH:39][CH:38]=2)[CH2:8][NH:9][C:10]2[C:19]3[C:14](=[CH:15][CH:16]=[CH:17][CH:18]=3)[N:13]=[C:12]([C:20]3[CH:29]=[C:28]4[C:23]([CH2:24][CH2:25][CH2:26][N:27]4C(OC(C)(C)C)=O)=[CH:22][CH:21]=3)[N:11]=2)[CH:6]=[CH:5][CH:4]=[CH:3][CH:2]=1. Product: [C:37]1([CH:7]([C:1]2[CH:6]=[CH:5][CH:4]=[CH:3][CH:2]=2)[CH2:8][NH:9][C:10]2[C:19]3[C:14](=[CH:15][CH:16]=[CH:17][CH:18]=3)[N:13]=[C:12]([C:20]3[CH:29]=[C:28]4[C:23]([CH2:24][CH2:25][CH2:26][NH:27]4)=[CH:22][CH:21]=3)[N:11]=2)[CH:38]=[CH:39][CH:40]=[CH:41][CH:42]=1. The catalyst class is: 137.